The task is: Predict the reactants needed to synthesize the given product.. This data is from Full USPTO retrosynthesis dataset with 1.9M reactions from patents (1976-2016). The reactants are: [NH2:1][C@@H:2]1[CH2:7][C:6]([CH2:8][N:9]2[CH2:14][CH2:13][CH:12]([C:15]([O:17]CC)=[O:16])[CH2:11][CH2:10]2)=[CH:5][CH2:4][C@H:3]1[C:20]1[CH:25]=[CH:24][C:23]([Cl:26])=[CH:22][C:21]=1[Cl:27].O1CCCC1.O.[Li+].[OH-].Cl. Given the product [NH2:1][C@@H:2]1[CH2:7][C:6]([CH2:8][N:9]2[CH2:14][CH2:13][CH:12]([C:15]([OH:17])=[O:16])[CH2:11][CH2:10]2)=[CH:5][CH2:4][C@H:3]1[C:20]1[CH:25]=[CH:24][C:23]([Cl:26])=[CH:22][C:21]=1[Cl:27], predict the reactants needed to synthesize it.